From a dataset of Reaction yield outcomes from USPTO patents with 853,638 reactions. Predict the reaction yield, written as a fraction of the theoretical maximum amount of product (1.0 means a 100% yield; for example, 0.34 means a 34% yield). (1) The reactants are [F:1][C:2]([F:41])([F:40])[C:3]1[CH:4]=[C:5]([C@@H:13]([N:15]([CH3:39])[C:16]([N:18]2[CH2:30][CH2:29][C@:21]3([NH:25][C@@H:24]([C:26]([NH2:28])=[O:27])[CH2:23][CH2:22]3)[CH2:20][C@@H:19]2[C:31]2[CH:36]=[CH:35][C:34]([F:37])=[CH:33][C:32]=2[CH3:38])=[O:17])[CH3:14])[CH:6]=[C:7]([C:9]([F:12])([F:11])[F:10])[CH:8]=1.[ClH:42]. The catalyst is C(OCC)C. The product is [ClH:42].[F:41][C:2]([F:1])([F:40])[C:3]1[CH:4]=[C:5]([C@@H:13]([N:15]([CH3:39])[C:16]([N:18]2[CH2:30][CH2:29][C@:21]3([NH:25][C@@H:24]([C:26]([NH2:28])=[O:27])[CH2:23][CH2:22]3)[CH2:20][C@@H:19]2[C:31]2[CH:36]=[CH:35][C:34]([F:37])=[CH:33][C:32]=2[CH3:38])=[O:17])[CH3:14])[CH:6]=[C:7]([C:9]([F:10])([F:11])[F:12])[CH:8]=1. The yield is 0.990. (2) The reactants are [F:1][C:2]1[CH:7]=[CH:6][C:5]([C:8]([C:10]2[CH:15]=[CH:14][C:13]([OH:16])=[CH:12][CH:11]=2)=O)=[CH:4][CH:3]=1.[CH3:17][C:18]1([CH3:27])[CH2:23][C:22]([CH3:25])([CH3:24])[CH2:21][C:20](=O)[CH2:19]1. The catalyst is [Zn].Cl[Ti](Cl)(Cl)Cl.C1COCC1. The product is [F:1][C:2]1[CH:7]=[CH:6][C:5]([C:8](=[C:20]2[CH2:21][C:22]([CH3:25])([CH3:24])[CH2:23][C:18]([CH3:27])([CH3:17])[CH2:19]2)[C:10]2[CH:15]=[CH:14][C:13]([OH:16])=[CH:12][CH:11]=2)=[CH:4][CH:3]=1. The yield is 0.800.